This data is from Peptide-MHC class I binding affinity with 185,985 pairs from IEDB/IMGT. The task is: Regression. Given a peptide amino acid sequence and an MHC pseudo amino acid sequence, predict their binding affinity value. This is MHC class I binding data. (1) The peptide sequence is ESPSSDEDY. The MHC is HLA-A26:01 with pseudo-sequence HLA-A26:01. The binding affinity (normalized) is 0.0847. (2) The MHC is HLA-B44:02 with pseudo-sequence HLA-B44:02. The binding affinity (normalized) is 0.327. The peptide sequence is SEGKDTPGGY.